Dataset: Catalyst prediction with 721,799 reactions and 888 catalyst types from USPTO. Task: Predict which catalyst facilitates the given reaction. (1) Reactant: [Cl:1][C:2]1[S:6][C:5]([C:7]2[N:12]=[C:11]3[CH2:13][CH2:14][CH2:15][C:10]3=[C:9]([NH:16][C:17]3[CH:22]=[CH:21][C:20]([CH2:23][C:24]([O:26]CC)=O)=[CH:19][CH:18]=3)[CH:8]=2)=[CH:4][CH:3]=1.[NH3:29]. Product: [ClH:1].[Cl:1][C:2]1[S:6][C:5]([C:7]2[N:12]=[C:11]3[CH2:13][CH2:14][CH2:15][C:10]3=[C:9]([NH:16][C:17]3[CH:18]=[CH:19][C:20]([CH2:23][C:24]([NH2:29])=[O:26])=[CH:21][CH:22]=3)[CH:8]=2)=[CH:4][CH:3]=1. The catalyst class is: 5. (2) Reactant: C(OC(=O)[NH:7][S:8]([O:11][CH2:12][C@@H:13]1[CH2:17][C@@H:16]([N:18]2[C:22]3[N:23]=[CH:24][N:25]=[C:26]([NH:27][C@H:28]4[C:36]5[C:31](=[CH:32][CH:33]=[CH:34][CH:35]=5)[CH2:30][CH2:29]4)[C:21]=3[CH:20]=[CH:19]2)[CH2:15][C@@H:14]1[OH:37])(=[O:10])=[O:9])(C)(C)C.FC(F)(F)C(O)=O. Product: [S:8](=[O:10])(=[O:9])([O:11][CH2:12][C@@H:13]1[CH2:17][C@@H:16]([N:18]2[C:22]3[N:23]=[CH:24][N:25]=[C:26]([NH:27][C@H:28]4[C:36]5[C:31](=[CH:32][CH:33]=[CH:34][CH:35]=5)[CH2:30][CH2:29]4)[C:21]=3[CH:20]=[CH:19]2)[CH2:15][C@@H:14]1[OH:37])[NH2:7]. The catalyst class is: 2. (3) Reactant: [H-].[Na+].[Cl:3][C:4]1[CH:5]=[C:6]2[C:11](=[CH:12][CH:13]=1)[CH:10]=[C:9]([S:14]([CH2:17][C@@H:18]([NH:37][C:38](=[O:43])[O:39][CH2:40][CH2:41]Cl)[C:19]([N:21]1[CH2:26][CH2:25][CH:24]([N:27]3[CH2:31][C:30]4=[CH:32][N:33]=[C:34]([CH3:35])[N:29]4[C:28]3=[O:36])[CH2:23][CH2:22]1)=[O:20])(=[O:16])=[O:15])[CH:8]=[CH:7]2.O. Product: [Cl:3][C:4]1[CH:5]=[C:6]2[C:11](=[CH:12][CH:13]=1)[CH:10]=[C:9]([S:14]([CH2:17][C@@H:18]([N:37]1[CH2:41][CH2:40][O:39][C:38]1=[O:43])[C:19]([N:21]1[CH2:22][CH2:23][CH:24]([N:27]3[CH2:31][C:30]4=[CH:32][N:33]=[C:34]([CH3:35])[N:29]4[C:28]3=[O:36])[CH2:25][CH2:26]1)=[O:20])(=[O:16])=[O:15])[CH:8]=[CH:7]2. The catalyst class is: 3. (4) Reactant: C([SiH](CC)CC)C.[N+:8]([C:11]1[CH:19]=[CH:18][CH:17]=[C:16]2[C:12]=1[C:13]([C:20](=O)[C:21]([O:23][CH2:24][CH3:25])=[O:22])=[CH:14][NH:15]2)([O-:10])=[O:9]. Product: [N+:8]([C:11]1[CH:19]=[CH:18][CH:17]=[C:16]2[C:12]=1[CH:13]([CH2:20][C:21]([O:23][CH2:24][CH3:25])=[O:22])[CH2:14][NH:15]2)([O-:10])=[O:9]. The catalyst class is: 67. (5) Reactant: [CH3:1][C:2]1[C:7]([CH3:8])=[CH:6][CH:5]=[CH:4][C:3]=1[OH:9].[CH2:10]([O:12][C:13](=[O:18])[CH2:14][CH2:15][CH2:16]Br)[CH3:11].[H-].[Li+].O. Product: [CH2:10]([O:12][C:13](=[O:18])[CH2:14][CH2:15][CH2:16][O:9][C:3]1[CH:4]=[CH:5][CH:6]=[C:7]([CH3:8])[C:2]=1[CH3:1])[CH3:11]. The catalyst class is: 16.